Dataset: Forward reaction prediction with 1.9M reactions from USPTO patents (1976-2016). Task: Predict the product of the given reaction. Given the reactants C[O:2][C:3]1[CH:8]=[CH:7][C:6]([C:9]2[CH:10]=[CH:11][C:12](=[O:16])[N:13]([CH3:15])[N:14]=2)=[CH:5][CH:4]=1.B(Br)(Br)Br, predict the reaction product. The product is: [OH:2][C:3]1[CH:8]=[CH:7][C:6]([C:9]2[CH:10]=[CH:11][C:12](=[O:16])[N:13]([CH3:15])[N:14]=2)=[CH:5][CH:4]=1.